Dataset: Peptide-MHC class II binding affinity with 134,281 pairs from IEDB. Task: Regression. Given a peptide amino acid sequence and an MHC pseudo amino acid sequence, predict their binding affinity value. This is MHC class II binding data. (1) The peptide sequence is YDTFLANVSTVLTGK. The MHC is DRB1_1001 with pseudo-sequence DRB1_1001. The binding affinity (normalized) is 0.739. (2) The peptide sequence is DKPFQNVNRITYGAC. The MHC is DRB1_0101 with pseudo-sequence DRB1_0101. The binding affinity (normalized) is 0.215. (3) The peptide sequence is FDAFVAYHIGARIVS. The MHC is DRB1_1201 with pseudo-sequence DRB1_1201. The binding affinity (normalized) is 0.493. (4) The peptide sequence is NFGKRELKCGDGIFI. The MHC is HLA-DQA10201-DQB10402 with pseudo-sequence HLA-DQA10201-DQB10402. The binding affinity (normalized) is 0. (5) The peptide sequence is SQDLELSWNLNGLGAY. The MHC is HLA-DQA10301-DQB10302 with pseudo-sequence HLA-DQA10301-DQB10302. The binding affinity (normalized) is 0.266.